The task is: Predict which catalyst facilitates the given reaction.. This data is from Catalyst prediction with 721,799 reactions and 888 catalyst types from USPTO. (1) Reactant: C([N:3]([CH2:6]C)CC)C.ClC([O:11][CH2:12][C:13]1[CH:18]=[CH:17][CH:16]=[CH:15][CH:14]=1)=O.[O:19]1CCCC1. Product: [C:12]1(=[O:11])[NH:3][C:6](=[O:19])[C:14]2=[CH:15][CH:16]=[CH:17][CH:18]=[C:13]12. The catalyst class is: 13. (2) Reactant: [C:1]([C:3]1[CH:28]=[CH:27][C:6]([CH2:7][C@@:8]23[CH2:15][C@@H:14]([OH:16])[CH2:13][N:12]2[C:11](=[O:17])[N:10]([C:18]2[CH:23]=[C:22]([Cl:24])[CH:21]=[C:20]([Cl:25])[CH:19]=2)[C:9]3=[O:26])=[CH:5][CH:4]=1)#[N:2].CCN(C(C)C)C(C)C.[CH3:38][S:39](Cl)(=[O:41])=[O:40]. Product: [C:1]([C:3]1[CH:4]=[CH:5][C:6]([CH2:7][C@@:8]23[CH2:15][C@@H:14]([O:16][S:39]([CH3:38])(=[O:41])=[O:40])[CH2:13][N:12]2[C:11](=[O:17])[N:10]([C:18]2[CH:23]=[C:22]([Cl:24])[CH:21]=[C:20]([Cl:25])[CH:19]=2)[C:9]3=[O:26])=[CH:27][CH:28]=1)#[N:2]. The catalyst class is: 2. (3) Reactant: [CH3:1][N:2]([CH3:18])[C:3](=[O:17])[C@H:4]([CH2:12][S:13]([CH3:16])(=[O:15])=[O:14])[NH:5][C:6]1[CH2:10][S:9][C:8](=[O:11])[N:7]=1.[F:19][C:20]([F:41])([F:40])[C:21]1[CH:35]=[C:34]([C:36]([F:39])([F:38])[F:37])[CH:33]=[CH:32][C:22]=1[CH2:23][N:24]1[CH2:29][CH2:28][CH:27]([CH:30]=O)[CH2:26][CH2:25]1.C([O-])(=O)C.[NH2+]1CCCCC1. Product: [F:41][C:20]([F:19])([F:40])[C:21]1[CH:35]=[C:34]([C:36]([F:39])([F:38])[F:37])[CH:33]=[CH:32][C:22]=1[CH2:23][N:24]1[CH2:29][CH2:28][CH:27](/[CH:30]=[C:10]2/[C:6]([NH:5][C@H:4]([C:3]([N:2]([CH3:18])[CH3:1])=[O:17])[CH2:12][S:13]([CH3:16])(=[O:15])=[O:14])=[N:7][C:8](=[O:11])[S:9]/2)[CH2:26][CH2:25]1. The catalyst class is: 41. (4) The catalyst class is: 7. Product: [CH3:23][C:21]1([CH3:24])[C:20]([CH3:25])([CH3:26])[O:19][B:18]([C:16]2[NH:15][C:12]3=[N:13][CH:14]=[C:9]([NH2:8])[CH:10]=[C:11]3[CH:17]=2)[O:22]1. Reactant: C(OC([N:8](C(OC(C)(C)C)=O)[C:9]1[CH:10]=[C:11]2[CH:17]=[C:16]([B:18]3[O:22][C:21]([CH3:24])([CH3:23])[C:20]([CH3:26])([CH3:25])[O:19]3)[N:15](C(OC(C)(C)C)=O)[C:12]2=[N:13][CH:14]=1)=O)(C)(C)C.Cl. (5) Reactant: [CH3:1][O:2][C:3]1[CH:9]=[CH:8][C:6]([NH2:7])=[C:5]([N+:10]([O-:12])=[O:11])[CH:4]=1.C(O)(C(F)(F)F)=O.[BH-](OC(C)=O)(OC(C)=O)OC(C)=O.[Na+].[CH3:34][S:35][C:36]1[O:37][C:38]2[CH:44]=[C:43]([CH:45]=O)[CH:42]=[CH:41][C:39]=2[N:40]=1. Product: [CH3:1][O:2][C:3]1[CH:9]=[CH:8][C:6]([NH:7][CH2:45][C:43]2[CH:42]=[CH:41][C:39]3[N:40]=[C:36]([S:35][CH3:34])[O:37][C:38]=3[CH:44]=2)=[C:5]([N+:10]([O-:12])=[O:11])[CH:4]=1. The catalyst class is: 2. (6) Reactant: Cl.[NH:2]([C:4]1[CH:12]=[CH:11][CH:10]=[CH:9][C:5]=1[C:6]([OH:8])=O)[NH2:3].[C:13](/[C:15](=[CH:21]\OCC)/[C:16]([O:18][CH2:19]C)=[O:17])#[N:14].C([O-])(=O)C.[Na+].O. Product: [CH3:19][O:18][C:16]([C:15]1[CH:21]=[N:3][N:2]2[C:4]3[C:5](=[CH:9][CH:10]=[CH:11][CH:12]=3)[C:6](=[O:8])[NH:14][C:13]=12)=[O:17]. The catalyst class is: 3. (7) Reactant: [N:1]1[CH:6]=[CH:5][CH:4]=[C:3]([C:7]2[CH:11]=[C:10]([C:12]([F:15])([F:14])[F:13])[N:9]([C:16]3[N:21]=[N:20][C:19]([NH2:22])=[CH:18][CH:17]=3)[N:8]=2)[CH:2]=1.C(N(CC)C(C)C)(C)C.[N:32]1([C:38]2[CH:39]=[C:40]([CH:44]=[CH:45][CH:46]=2)[C:41](Cl)=[O:42])[CH2:37][CH2:36][O:35][CH2:34][CH2:33]1.C(=O)(O)[O-].[Na+]. Product: [N:1]1[CH:6]=[CH:5][CH:4]=[C:3]([C:7]2[CH:11]=[C:10]([C:12]([F:15])([F:13])[F:14])[N:9]([C:16]3[N:21]=[N:20][C:19]([NH2:22])=[CH:18][CH:17]=3)[N:8]=2)[CH:2]=1.[N:32]1([C:38]2[CH:39]=[C:40]([CH:44]=[CH:45][CH:46]=2)[C:41]([NH:22][C:19]2[N:20]=[N:21][C:16]([N:9]3[C:10]([C:12]([F:15])([F:13])[F:14])=[CH:11][C:7]([C:3]4[CH:2]=[N:1][CH:6]=[CH:5][CH:4]=4)=[N:8]3)=[CH:17][CH:18]=2)=[O:42])[CH2:37][CH2:36][O:35][CH2:34][CH2:33]1. The catalyst class is: 7.